From a dataset of CYP2C9 inhibition data for predicting drug metabolism from PubChem BioAssay. Regression/Classification. Given a drug SMILES string, predict its absorption, distribution, metabolism, or excretion properties. Task type varies by dataset: regression for continuous measurements (e.g., permeability, clearance, half-life) or binary classification for categorical outcomes (e.g., BBB penetration, CYP inhibition). Dataset: cyp2c9_veith. The drug is Cn1cccc1C(=O)N1CCC2(CC1)CN(c1ccccn1)C2. The result is 0 (non-inhibitor).